From a dataset of Forward reaction prediction with 1.9M reactions from USPTO patents (1976-2016). Predict the product of the given reaction. (1) Given the reactants N1C=CC=CC=1C(O)=O.[NH2:10][C:11]1[C:16]([C:17]2[CH:22]=[CH:21][C:20]([OH:23])=[CH:19][CH:18]=2)=[CH:15][CH:14]=[CH:13][N:12]=1.P([O-])([O-])([O-])=O.[K+].[K+].[K+].Br[C:33]1[CH:38]=[CH:37][C:36]([CH3:39])=[C:35]([CH3:40])[CH:34]=1, predict the reaction product. The product is: [CH3:40][C:35]1[CH:34]=[C:33]([CH:38]=[CH:37][C:36]=1[CH3:39])[O:23][C:20]1[CH:21]=[CH:22][C:17]([C:16]2[C:11]([NH2:10])=[N:12][CH:13]=[CH:14][CH:15]=2)=[CH:18][CH:19]=1. (2) Given the reactants [CH3:1][O:2][C:3](=[O:20])[CH2:4][N:5]1[C:9](=[O:10])[N:8]([CH2:11][C:12]2[CH:17]=[CH:16][CH:15]=[C:14]([F:18])[CH:13]=2)[C:7](Br)=[N:6]1.[Cl:21][C:22]1[CH:27]=[CH:26][C:25](B(O)O)=[C:24]([O:31][CH3:32])[CH:23]=1.C(=O)([O-])[O-].[Na+].[Na+].Cl, predict the reaction product. The product is: [CH3:1][O:2][C:3](=[O:20])[CH2:4][N:5]1[C:9](=[O:10])[N:8]([CH2:11][C:12]2[CH:17]=[CH:16][CH:15]=[C:14]([F:18])[CH:13]=2)[C:7]([C:25]2[CH:26]=[CH:27][C:22]([Cl:21])=[CH:23][C:24]=2[O:31][CH3:32])=[N:6]1. (3) Given the reactants [N+:1]([C:4]1[CH:9]=[CH:8][C:7]([C@@H:10]([CH3:23])[CH2:11][N:12]2C(=O)C3C(=CC=CC=3)C2=O)=[CH:6][CH:5]=1)([O-:3])=[O:2].NN, predict the reaction product. The product is: [N+:1]([C:4]1[CH:5]=[CH:6][C:7]([C@@H:10]([CH3:23])[CH2:11][NH2:12])=[CH:8][CH:9]=1)([O-:3])=[O:2].